From a dataset of Experimentally validated miRNA-target interactions with 360,000+ pairs, plus equal number of negative samples. Binary Classification. Given a miRNA mature sequence and a target amino acid sequence, predict their likelihood of interaction. (1) The miRNA is hsa-miR-4279 with sequence CUCUCCUCCCGGCUUC. The protein sequence of the target gene is MAMAKARKPREALLWALSDLEENDFKKLKFYLRDMTLSEGQPPLARGELEGLIPVDLAELLISKYGEKEAVKVVLKGLKVMNLLELVDQLSHICLHDYREVYREHVRCLEEWQEAGVNGRYNQVLLVAKPSSESPESLACPFPEQELESVTVEALFDSGEKPSLAPSLVVLQGSAGTGKTTLARKMVLDWATGTLYPGRFDYVFYVSCKEVVLLLESKLEQLLFWCCGDNQAPVTEILRQPERLLFILDGFDELQRPFEEKLKKRGLSPKESLLHLLIRRHTLPTCSLLITTRPLALRNL.... Result: 1 (interaction). (2) The miRNA is hsa-miR-23a-3p with sequence AUCACAUUGCCAGGGAUUUCC. The protein sequence of the target gene is MSETPAQSSIKQERISYTPPESPVASHRSSTPLHVHTVPRALRMEEDSIHLPTHLRLQPIYWSRDDVAQWLKWAENEFSLRPIESNKFEMNGKALLLLTKEDFRYRSPHSGDVLYELLQHILKQRKSRMLFSPFFPPGDSIHTKPEVLLHQNHDEDNCVQRTPRTPAESVHHNPPTIELLHRPRSPITTNHRPSPDPEQQRPQRSPLDNMSRRLSPVEKAQGPRLQQENNHQETYPLSVSPVENNHCLPSSPWQESTRVIQLMPSPIMHPLILNPRHSHSVDFKQSRHSEDGMNREGKPI.... Result: 0 (no interaction). (3) The protein sequence of the target gene is MAFMVKSMVGGQLKNLTGSLGGGEDKGDGDKSAAEAQGMSREEYEEYQKQLVEEKMERDAQFTQRKAERATLRSHFRDKYRLPKNETDESQIQLAGGDVELPRELAKMIEEDTEEEEDKASVLGQLASLPGLDLSSLKDKAQTTLGDLKQSAEKCHIM. The miRNA is mmu-miR-1904 with sequence GUUCUGCUCCUCUGGAGGGAGG. Result: 0 (no interaction). (4) The miRNA is mmu-miR-9768-3p with sequence ACUGCCUUCCUUUGUGUGGCCCAG. The protein sequence of the target gene is MMNRFRKWLYKPKRSDPQLLARFYYADEELNQVAAELDSLDGRKDPQRCTLLVSQFRSCQDNVLNIINQIMDECIPQDRAPRDFCVKFPEEIRHDNLAGQLWFGAECLAAGSIIMNRELESMAMRPLAKELTRSLEDVRGALRDQALRDLNTYTEKMREALRHFDVLFAEFELSYVSAMVPVKSPREYYVQQEVIVLFCETVERALDFGYLTQDMIDDYEPALMFSIPRLAIVCGLVVYADGPLNLDRKVEDMSELFRPFHTLLRKIRDLLQTLTEEELHTLERNLCISQDVEFPIRADV.... Result: 0 (no interaction). (5) The miRNA is hsa-miR-5698 with sequence UGGGGGAGUGCAGUGAUUGUGG. The protein sequence of the target gene is MEARSRSAEELRRAELVEIIVETEAQTGVSGINVAGGGKEGIFVRELREDSPAARSLSLQEGDQLLSARVFFENFKYEDALRLLQCAEPYKVSFCLKRTVPTGDLALRPGTVSGYEIKGPRAKVAKLNIQSLSPVKKKKMVPGALGVPADLAPVDVEFSFPKFSRLRRGLKAEAVKGPVPAAPARRRLQLPRLRVREVAEEAQAARLAAAAPPPRKAKVEAEVAAGARFTAPQVELVGPRLPGAEVGVPQVSAPKAAPSAEAAGGFALHLPTLGLGAPAPPAVEAPAVGIQVPQVELPAL.... Result: 1 (interaction). (6) The miRNA is hsa-miR-1279 with sequence UCAUAUUGCUUCUUUCU. The protein sequence of the target gene is MASNDKGMAPSLGSPWASQMGPWDAILKAVKDQLPSLDSDSPLSDYGEEELFIFQRNQTSLIPDLSEELAEDPADGDKSRAWVAAAEESLPEPVLVPAELATEPGCRQNTRTKDASSQEGRDPGRPFESSGEVSALLGMAEEPPRWLEGDLGSLSFNTKGSQGPPWDPQAEATLSCHEGDPKAEPLSTASQESVNRRALRQERRKMIETDILQKVTRDACGPTSSDKGGVKEAPCHAAESAPRSKMPLVEPPEGPPVLSLQQLEAWDLDDILQSLAGQEDNQGNRAPGTVWWAADHRQVQ.... Result: 0 (no interaction). (7) The miRNA is hsa-miR-513a-3p with sequence UAAAUUUCACCUUUCUGAGAAGG. The protein sequence of the target gene is MAGDLSAGFFMEELNTYRQKQGVVLKYQELPNSGPPHDRRFTFQVIIDGREFPEGEGRSKKEAKNAAAKLAVEILNKEKKAVSPLLLTTTNSSEGLSMGNYIGLINRIAQKKRLTVNYEQCASGVHGPEGFHYKCKMGQKEYSIGTGSTKQEAKQLAAKLAYLQILSEETSVKSDYLSSGSFATTCESQSNSLVTSTLASESSSEGDFSADTSEINSNSDSLNSSSLLMNGLRNNQRKAKRSLAPRFDLPDMKETKYTVDKRFGMDFKEIELIGSGGFGQVFKAKHRIDGKTYVIKRVKY.... Result: 1 (interaction). (8) The miRNA is hsa-miR-197-3p with sequence UUCACCACCUUCUCCACCCAGC. The protein sequence of the target gene is MHNLYSITGYPDPPGTMEEEEEDDDYENSTPPYKDLPPKPGTMEEEEEDDDYENSTPPYKDLPPKPGTMEEEEEDDDYENSTPPYKDLPPKPGSSAPPRPPRAAKETEKPPLPCKPRNMTGLDLAAVTCPPPQLAVNLEPSPLQPSLAATPVPWLNQRSGGPGCCQKRWMVYLCLLVVTSLFLGCLGLTVTLIKYQELMEELRMLSFQQMTWRTNMTGMAGLAGLKHDIARVRADTNQSLVELWGLLDCRRITCPEGWLPFEGKCYYFSPSTKSWDEARMFCQENYSHLVIINSFAEHNF.... Result: 1 (interaction). (9) The miRNA is mmu-miR-3090-3p with sequence UCCCAGGUGACACCCUGACUCA. The protein sequence of the target gene is MFRSTRTTDQWRVGERLQCPAGHARAALARTADGGAVGPFKCVFVGEMAAQVGAVRVVRAVAAQEEPDKEGKEKPHVGVSPRGVKRQRRASSGGSQEKRGRPSQDPPLAPPHRRRRSRQHPGPLPPTNAAPTVPGPVEPLLLPPPPPPSLAPAGPTVAAPLPAPGTSALFTFSPLTVSAAGPKHKGHKERHKHHHHRGSDGDPGACVPGDLKHKDKQENGERSGGVPLIKAPKRETADENGKTQRADDFVLKKIKKKKKKKHREDMRGRRLKMYNKEVQTVCAGLTRISKEILTQGQLNS.... Result: 0 (no interaction). (10) The miRNA is hsa-miR-4697-5p with sequence AGGGGGCGCAGUCACUGACGUG. The protein sequence of the target gene is MQSREDVPRSRRLASPRGGRRPKRISKPSVSAFFTGPEELKDTAHSAALLAQLKSFYDARLLCDVTIEVVTPGSGPGTGRLFSCNRNVLAAACPYFKSMFTGGMYESQQASVTMHDVDAESFEVLVDYCYTGRVSLSEANVQRLYAASDMLQLEYVREACASFLARRLDLTNCTAILKFADAFDHHKLRSQAQSYIAHNFKQLSRMGSIREETLADLTLAQLLAVLRLDSLDIESERTVCHVAVQWLEAAAKERGPSAAEVFKCVRWMHFTEEDQDYLEGLLTKPIVKKYCLDVIEGALQ.... Result: 0 (no interaction).